This data is from Forward reaction prediction with 1.9M reactions from USPTO patents (1976-2016). The task is: Predict the product of the given reaction. Given the reactants [CH2:1]([CH:8]1[CH2:13][CH2:12][NH:11][CH2:10][CH2:9]1)[C:2]1[CH:7]=[CH:6][CH:5]=[CH:4][CH:3]=1.[C:14]([O:19][CH2:20][CH3:21])(=[O:18])/[CH:15]=[CH:16]/[CH3:17], predict the reaction product. The product is: [CH2:1]([CH:8]1[CH2:13][CH2:12][N:11]([CH:16]([CH3:17])[CH2:15][C:14]([O:19][CH2:20][CH3:21])=[O:18])[CH2:10][CH2:9]1)[C:2]1[CH:7]=[CH:6][CH:5]=[CH:4][CH:3]=1.